Task: Predict the product of the given reaction.. Dataset: Forward reaction prediction with 1.9M reactions from USPTO patents (1976-2016) Given the reactants CC([N:5]([CH2:9][CH2:10][CH2:11][O:12][C:13]1[CH:18]=[CH:17][CH:16]=[C:15]([C:19]2[N:24]=[C:23]([C:25]#[C:26][C:27]([OH:30])([CH3:29])[CH3:28])[C:22]3[N:31]=[C:32]([C:36]4[C:40]([NH2:41])=[N:39][O:38][N:37]=4)[N:33]([CH2:34][CH3:35])[C:21]=3[CH:20]=2)[CH:14]=1)C(=O)[O-])(C)C, predict the reaction product. The product is: [NH2:41][C:40]1[C:36]([C:32]2[N:33]([CH2:34][CH3:35])[C:21]3[CH:20]=[C:19]([C:15]4[CH:16]=[CH:17][CH:18]=[C:13]([O:12][CH2:11][CH2:10][CH2:9][NH2:5])[CH:14]=4)[N:24]=[C:23]([C:25]#[C:26][C:27]([CH3:28])([OH:30])[CH3:29])[C:22]=3[N:31]=2)=[N:37][O:38][N:39]=1.